From a dataset of Catalyst prediction with 721,799 reactions and 888 catalyst types from USPTO. Predict which catalyst facilitates the given reaction. (1) Reactant: Br[CH2:2][C:3]1[S:4][C:5]2[CH:11]=[CH:10][C:9]([F:12])=[CH:8][C:6]=2[N:7]=1.C(=O)([O-])[O-].[K+].[K+].[NH:19]1[CH2:24][CH2:23][NH:22][CH2:21][CH2:20]1. Product: [F:12][C:9]1[CH:10]=[CH:11][C:5]2[S:4][C:3]([CH2:2][N:19]3[CH2:24][CH2:23][NH:22][CH2:21][CH2:20]3)=[N:7][C:6]=2[CH:8]=1. The catalyst class is: 10. (2) Reactant: [CH3:1][C:2]1[CH:3]=[C:4]([C:8]2[CH:13]=[CH:12][C:11]([CH2:14][N:15]3[CH2:20][CH2:19][N:18](C(OC(C)(C)C)=O)[CH2:17][CH2:16]3)=[C:10]([O:28][C:29]3[CH:34]=[CH:33][CH:32]=[CH:31][CH:30]=3)[CH:9]=2)[CH:5]=[CH:6][CH:7]=1.FC(F)(F)C(O)=O. Product: [CH3:1][C:2]1[CH:3]=[C:4]([C:8]2[CH:13]=[CH:12][C:11]([CH2:14][N:15]3[CH2:16][CH2:17][NH:18][CH2:19][CH2:20]3)=[C:10]([O:28][C:29]3[CH:34]=[CH:33][CH:32]=[CH:31][CH:30]=3)[CH:9]=2)[CH:5]=[CH:6][CH:7]=1. The catalyst class is: 4. (3) Reactant: [H-].C([Al+]CC(C)C)C(C)C.[CH3:11][N:12]([CH2:14][C:15]1[CH:26]=[CH:25][C:18]([C:19](N(OC)C)=[O:20])=[CH:17][C:16]=1[I:27])[CH3:13].[Cl-].[NH4+].S([O-])([O-])(=O)=O.[Mg+2]. Product: [CH3:13][N:12]([CH2:14][C:15]1[CH:26]=[CH:25][C:18]([CH:19]=[O:20])=[CH:17][C:16]=1[I:27])[CH3:11]. The catalyst class is: 385. (4) Reactant: [F:1][C:2]1[CH:3]=[C:4]([C:8](=[O:15])[CH2:9][C:10]([O:12][CH2:13][CH3:14])=[O:11])[CH:5]=[CH:6][CH:7]=1.CO[CH:18](OC)[N:19]([CH3:21])[CH3:20]. Product: [CH3:18][N:19]([CH3:21])[CH:20]=[C:9]([C:8](=[O:15])[C:4]1[CH:5]=[CH:6][CH:7]=[C:2]([F:1])[CH:3]=1)[C:10]([O:12][CH2:13][CH3:14])=[O:11]. The catalyst class is: 11.